This data is from Forward reaction prediction with 1.9M reactions from USPTO patents (1976-2016). The task is: Predict the product of the given reaction. Given the reactants Br[C:2]1[CH:3]=[C:4]2[C:10]([C:11]3[CH:16]=[CH:15][C:14](CN4CCN(C)CC4)=[CH:13][CH:12]=3)=[CH:9][N:8](S(C3C=CC(C)=CC=3)(=O)=O)[C:5]2=[N:6][CH:7]=1.CC1(C)C(C)(C)OB([C:43]2[CH:62]=[CH:61][C:46]([CH2:47][N:48]3[CH2:53][CH2:52][N:51]([C:54]([O:56][C:57]([CH3:60])([CH3:59])[CH3:58])=[O:55])[CH2:50][CH2:49]3)=[CH:45][CH:44]=2)O1.C(=O)([O-])[O-].[Na+].[Na+].[C:70](#[N:72])[CH3:71], predict the reaction product. The product is: [NH:72]1[C:14]2[C:15](=[CH:16][C:11]([C:10]3[C:4]4[C:5](=[N:6][CH:7]=[C:2]([C:43]5[CH:44]=[CH:45][C:46]([CH2:47][N:48]6[CH2:49][CH2:50][N:51]([C:54]([O:56][C:57]([CH3:58])([CH3:60])[CH3:59])=[O:55])[CH2:52][CH2:53]6)=[CH:61][CH:62]=5)[CH:3]=4)[NH:8][CH:9]=3)=[CH:12][CH:13]=2)[CH:71]=[CH:70]1.